This data is from NCI-60 drug combinations with 297,098 pairs across 59 cell lines. The task is: Regression. Given two drug SMILES strings and cell line genomic features, predict the synergy score measuring deviation from expected non-interaction effect. (1) Cell line: HOP-62. Drug 2: CC(C)(C#N)C1=CC(=CC(=C1)CN2C=NC=N2)C(C)(C)C#N. Synergy scores: CSS=9.28, Synergy_ZIP=-3.42, Synergy_Bliss=-3.94, Synergy_Loewe=-1.96, Synergy_HSA=-2.02. Drug 1: COC1=C(C=C2C(=C1)N=CN=C2NC3=CC(=C(C=C3)F)Cl)OCCCN4CCOCC4. (2) Drug 1: CCC1=CC2CC(C3=C(CN(C2)C1)C4=CC=CC=C4N3)(C5=C(C=C6C(=C5)C78CCN9C7C(C=CC9)(C(C(C8N6C)(C(=O)OC)O)OC(=O)C)CC)OC)C(=O)OC.C(C(C(=O)O)O)(C(=O)O)O. Drug 2: C1=CC(=CC=C1C#N)C(C2=CC=C(C=C2)C#N)N3C=NC=N3. Cell line: NCI-H460. Synergy scores: CSS=47.7, Synergy_ZIP=8.44, Synergy_Bliss=3.63, Synergy_Loewe=-17.5, Synergy_HSA=0.381.